This data is from Reaction yield outcomes from USPTO patents with 853,638 reactions. The task is: Predict the reaction yield, written as a fraction of the theoretical maximum amount of product (1.0 means a 100% yield; for example, 0.34 means a 34% yield). (1) The reactants are [N+:1]([C:4]1[CH:5]=[C:6]([S:10](Cl)(=[O:12])=[O:11])[CH:7]=[CH:8][CH:9]=1)([O-:3])=[O:2].[CH3:14][N:15]1[CH2:20][CH2:19][NH:18][CH2:17][CH2:16]1.C(N(CC)CC)C. The catalyst is ClCCl. The product is [CH3:14][N:15]1[CH2:20][CH2:19][N:18]([S:10]([C:6]2[CH:7]=[CH:8][CH:9]=[C:4]([N+:1]([O-:3])=[O:2])[CH:5]=2)(=[O:12])=[O:11])[CH2:17][CH2:16]1. The yield is 0.790. (2) The reactants are [CH3:1][S:2]([C:5]1[CH:10]=[CH:9][C:8](/[CH:11]=[CH:12]/[C:13]([CH:15]2[CH2:20][CH2:19][O:18][CH2:17][CH2:16]2)=[O:14])=[CH:7][CH:6]=1)(=[O:4])=[O:3].[C:21]1(B(O)O)[CH:26]=[CH:25][CH:24]=[CH:23][CH:22]=1.C1(P(C2C=CC=CC=2)C2C=CC=CC=2)C=CC=CC=1.C(=O)([O-])[O-].[Cs+].[Cs+]. The catalyst is C1(C)C=CC=CC=1.C(Cl)(Cl)Cl.C([O-])(=O)C.[Pd+2].C([O-])(=O)C. The product is [CH3:1][S:2]([C:5]1[CH:6]=[CH:7][C:8]([CH:11]([C:21]2[CH:26]=[CH:25][CH:24]=[CH:23][CH:22]=2)[CH2:12][C:13]([CH:15]2[CH2:20][CH2:19][O:18][CH2:17][CH2:16]2)=[O:14])=[CH:9][CH:10]=1)(=[O:4])=[O:3]. The yield is 0.140. (3) The reactants are CO[CH:3](OC)[CH:4]1[S:8][C:7]([C:9]2[NH:10][C:11]3[C:16]([CH:17]=2)=[CH:15][C:14]([O:18][CH2:19][CH2:20][O:21][CH3:22])=[CH:13][C:12]=3[N:23]([CH3:33])[S:24]([C:27]2[N:28]([CH3:32])[CH:29]=[CH:30][N:31]=2)(=[O:26])=[O:25])=[N:6][CH2:5]1.FC(F)(F)C(O)=O.S(=O)(=O)(O)O.[NH:48]1[CH2:53][CH2:52][O:51][CH2:50][CH2:49]1.C(O[BH-](OC(=O)C)OC(=O)C)(=O)C.[Na+]. The catalyst is O1CCCC1.O. The product is [CH3:22][O:21][CH2:20][CH2:19][O:18][C:14]1[CH:15]=[C:16]2[C:11](=[C:12]([N:23]([CH3:33])[S:24]([C:27]3[N:28]([CH3:32])[CH:29]=[CH:30][N:31]=3)(=[O:25])=[O:26])[CH:13]=1)[NH:10][C:9]([C:7]1[S:8][CH:4]([CH2:3][N:48]3[CH2:53][CH2:52][O:51][CH2:50][CH2:49]3)[CH2:5][N:6]=1)=[CH:17]2. The yield is 0.300. (4) The reactants are I[CH2:2][C@H:3]([CH3:16])[CH2:4][N:5]1[C:10]2[CH:11]=[CH:12][CH:13]=[CH:14][C:9]=2[O:8][CH2:7][C:6]1=[O:15].[CH2:17]([CH:21]1[CH2:26][CH2:25][NH:24][CH2:23][CH2:22]1)[CH2:18][CH2:19][CH3:20]. The catalyst is CC#N. The product is [CH2:17]([CH:21]1[CH2:26][CH2:25][N:24]([CH2:2][C@H:3]([CH3:16])[CH2:4][N:5]2[C:10]3[CH:11]=[CH:12][CH:13]=[CH:14][C:9]=3[O:8][CH2:7][C:6]2=[O:15])[CH2:23][CH2:22]1)[CH2:18][CH2:19][CH3:20]. The yield is 0.170. (5) The reactants are [OH:1][C:2]1([CH3:26])[CH2:7][CH2:6][N:5]([C@H:8]([C:20]2[CH:25]=[CH:24][CH:23]=[CH:22][CH:21]=2)[C:9]([O:11][C@H](C2C=CC=CC=2)C)=[O:10])[CH2:4][CH2:3]1.FC(F)(F)C(O)=O. The catalyst is ClCCl. The product is [OH:1][C:2]1([CH3:26])[CH2:3][CH2:4][N:5]([C@H:8]([C:20]2[CH:25]=[CH:24][CH:23]=[CH:22][CH:21]=2)[C:9]([OH:11])=[O:10])[CH2:6][CH2:7]1. The yield is 0.980.